This data is from Forward reaction prediction with 1.9M reactions from USPTO patents (1976-2016). The task is: Predict the product of the given reaction. (1) The product is: [CH3:1][N:2]([CH3:39])[C@@H:3]1[CH2:7][CH2:6][N:5]([C:8]2[N:13]3[CH:14]=[C:15]([CH2:17][N:18]([CH2:29][CH3:30])[C@@H:19]4[C:28]5[N:27]=[CH:26][CH:25]=[CH:24][C:23]=5[CH2:22][CH2:21][CH2:20]4)[N:16]=[C:12]3[CH:11]=[CH:10][CH:9]=2)[CH2:4]1. Given the reactants [CH3:1][N:2]([CH3:39])[C@@H:3]1[CH2:7][CH2:6][N:5]([C:8]2[N:13]3[CH:14]=[C:15]([CH2:17][N:18]([C@H:29](C4C=CC(OC)=CC=4)[CH3:30])[C@@H:19]4[C:28]5[N:27]=[CH:26][CH:25]=[CH:24][C:23]=5[CH2:22][CH2:21][CH2:20]4)[N:16]=[C:12]3[CH:11]=[CH:10][CH:9]=2)[CH2:4]1.C(=O)C, predict the reaction product. (2) Given the reactants [CH3:1][N:2]([C:13]1[CH:18]=[CH:17][C:16]([NH:19][C:20]([NH:22][C:23]2[CH:28]=[CH:27][CH:26]=[CH:25][CH:24]=2)=[O:21])=[CH:15][CH:14]=1)[S:3]([C:6]1[CH:7]=[N:8][CH:9]=[C:10](Br)[CH:11]=1)(=[O:5])=[O:4].[F:29][C:30]1[CH:35]=[CH:34][C:33](B(O)O)=[CH:32][CH:31]=1.C(=O)([O-])[O-].[Cs+].[Cs+], predict the reaction product. The product is: [CH3:1][N:2]([C:13]1[CH:18]=[CH:17][C:16]([NH:19][C:20]([NH:22][C:23]2[CH:28]=[CH:27][CH:26]=[CH:25][CH:24]=2)=[O:21])=[CH:15][CH:14]=1)[S:3]([C:6]1[CH:7]=[N:8][CH:9]=[C:10]([C:33]2[CH:34]=[CH:35][C:30]([F:29])=[CH:31][CH:32]=2)[CH:11]=1)(=[O:5])=[O:4]. (3) The product is: [C:15]([O:19][C:20]([N:8]1[CH2:13][CH2:12][CH:11]([OH:14])[CH2:10][CH2:9]1)=[O:21])([CH3:18])([CH3:17])[CH3:16]. Given the reactants [OH-].[Na+].C(O)(C)(C)C.[NH:8]1[CH2:13][CH2:12][CH:11]([OH:14])[CH2:10][CH2:9]1.[C:15]([O:19][C:20](O[C:20]([O:19][C:15]([CH3:18])([CH3:17])[CH3:16])=[O:21])=[O:21])([CH3:18])([CH3:17])[CH3:16], predict the reaction product.